From a dataset of Catalyst prediction with 721,799 reactions and 888 catalyst types from USPTO. Predict which catalyst facilitates the given reaction. Reactant: [OH:1][C:2]1[C:10]([N+:11]([O-])=O)=[C:9]2[C:5]([CH:6]=[N:7][N:8]2[CH2:14][C@@H:15]([NH:17][C:18](=[O:27])[O:19][CH2:20][C:21]2[CH:26]=[CH:25][CH:24]=[CH:23][CH:22]=2)[CH3:16])=[CH:4][CH:3]=1.C(O)(=O)C. Product: [NH2:11][C:10]1[C:2]([OH:1])=[CH:3][CH:4]=[C:5]2[C:9]=1[N:8]([CH2:14][C@@H:15]([NH:17][C:18](=[O:27])[O:19][CH2:20][C:21]1[CH:22]=[CH:23][CH:24]=[CH:25][CH:26]=1)[CH3:16])[N:7]=[CH:6]2. The catalyst class is: 150.